From a dataset of Reaction yield outcomes from USPTO patents with 853,638 reactions. Predict the reaction yield, written as a fraction of the theoretical maximum amount of product (1.0 means a 100% yield; for example, 0.34 means a 34% yield). (1) The reactants are Cl[C:2]([F:7])([F:6])C([O-])=O.[Na+].[OH:9][C:10]1[CH:17]=[CH:16][C:13]([CH:14]=[O:15])=[CH:12][C:11]=1[CH3:18].C(=O)([O-])[O-].[K+].[K+]. The catalyst is CN(C=O)C.O. The product is [F:7][CH:2]([F:6])[O:9][C:10]1[CH:17]=[CH:16][C:13]([CH:14]=[O:15])=[CH:12][C:11]=1[CH3:18]. The yield is 0.630. (2) The reactants are [Cl:1][C:2]1[N:7]=[N:6][C:5]([NH:8][NH:9][C:10](=O)[C:11]([F:28])([F:27])[C:12]2[CH:13]=[C:14]3[C:19](=[CH:20][CH:21]=2)[N:18]=[CH:17][C:16]([O:22][CH2:23][CH2:24][O:25][CH3:26])=[CH:15]3)=[CH:4][CH:3]=1. The catalyst is Cl.COCCOC. The product is [Cl:1][C:2]1[CH:3]=[CH:4][C:5]2[N:6]([C:10]([C:11]([F:28])([F:27])[C:12]3[CH:13]=[C:14]4[C:19](=[CH:20][CH:21]=3)[N:18]=[CH:17][C:16]([O:22][CH2:23][CH2:24][O:25][CH3:26])=[CH:15]4)=[N:9][N:8]=2)[N:7]=1. The yield is 0.562. (3) The reactants are [N:1]([CH:4]1[CH2:9][C:8]([CH3:11])([CH3:10])[CH2:7][C:6]([CH3:12])=[CH:5]1)=[N+]=[N-].[ClH:13].C(C1(N)CC(C)(C)CC(C)(C)C1)C=C. No catalyst specified. The product is [ClH:13].[CH3:12][C:6]1[CH2:7][C:8]([CH3:11])([CH3:10])[CH2:9][CH:4]([NH2:1])[CH:5]=1. The yield is 0.570. (4) The reactants are [CH3:1][O:2][C:3](=[O:13])[CH:4]=[CH:5][C:6]1[CH:7]=[N:8][C:9]([CH3:12])=[N:10][CH:11]=1.C(Cl)Cl. The catalyst is [Pd].C(O)C. The product is [CH3:1][O:2][C:3](=[O:13])[CH2:4][CH2:5][C:6]1[CH:7]=[N:8][C:9]([CH3:12])=[N:10][CH:11]=1. The yield is 0.900.